Regression. Given a target protein amino acid sequence and a drug SMILES string, predict the binding affinity score between them. We predict pIC50 (pIC50 = -log10(IC50 in M); higher means more potent). Dataset: bindingdb_ic50. From a dataset of Drug-target binding data from BindingDB using IC50 measurements. (1) The pIC50 is 8.1. The target protein sequence is MSLNVKPSRIAILFSSCLVSISFFSQANTKGIDEIKDLETDFNGRIGVYALDTGSGKSFSYKANERFPLCSSFKGFLAAAVLKGSQDNQLNLNQIVNYNTRSLEFHSPITTKYKDNGMSLGDMAAAALQYSDNGATNIILERYIGGPEGMTKFMRSIGDKDFRLDRWELDLNTAIPGDERDTSTPAAVAKSLKTLALGNILNEREKETYQTWLKGNTTGAARIRASVPSDWVVGDKTGSCGAYGTANDYAVVWPKNRAPLIISVYTTKNEKEAKHEDKVIAEASRIAIDNLK. The compound is O=C([O-])C1=CS[C@@H]2/C(=C\c3cnc4n3CCOC4)C(=O)N12. (2) The small molecule is NC(=O)C[n+]1ccc(/C=C/c2cccc3ccccc23)cc1. The target protein (Q90YJ9) has sequence MPDLEKDMQKKEKDSRSKDEPAVPKLPVPPLQQTLQMYLQCMKHLVPEEQFRKTKSIVEQFGVAGGLGESLQLILEERREETTNWVFNYWLDDMYLNNRLALPVNSSPAIIFARQNFKDVNDQLRFAANLISGVQDYKALLDSHALPVDFARGQLSGQPLCMKQYYGLFSSYRLPGHTKDTLVAQKSCVMPEPEHIIVACNNQLFVLDVGINFRRLSEGDLFTQLRKIAKMAENEEEMLPPIGLLTTDGRTEWAEARTILMKDSTNRDSLDMIERCICLVCLDGTSGVELNDTNMALQLLHGGGYHKNGANRWYDKPMQFVVGRDGVCGTVCEHSPFDGIVLVQCTEHLLKHMKESSKKLLRADSVSELPAPRRLRWKCSPEIQAHLASSAEKLQRIVKNLDFIAYKFVNYGKEFIKKQKTSPDAYIQVALQLAFYRCHRRLVPTYESASIRRFDEGRVDNIRSATAEAFAFVKAMIDDKPALSDSEKMQRFKDAIAAQT.... The pIC50 is 4.4. (3) The small molecule is O=C1Nc2ccc(S(=O)(=O)NCc3ccc(Cl)c(C(F)(F)F)c3)cc2C1=NNc1ccc(C(=O)O)cc1. The target protein sequence is TLGTVLQLKQPLNTTRINAAEIESRVRELSKLAETTDKVKQGFWEEFETLQQQECKLLYSRKEGQRQENKNKNRYKNILPFDHTRVVLHDGDPNEPVSDYINANIIMPEFETKCNNSKPKKSYIATQGCLQNTVNDFWRMVFQENSRVIVMTTKEVERGKSKCVKYWPDEYALKEYGVMRVRNVKESAAHDYTLRELKLSKVGQALLQGNTERTVWQYHFRTWPDHGVPSDPGGVLDFLEEVHHKQESIMDAGPVVVHCSAGIGRTGTFIVIDILIDIIREKGVDCDIDVPKTIQMVRSQRSGMVQTEAQYRFIYMAVQHYIETLQRRIEEEQKSKRKGHEYTNIKYSLADQTSGDQSPLPPCTPTPPCAEMREDSARVYENVGLMQQQ. The pIC50 is 5.1. (4) The compound is O=CN(O)C[C@@H](CC1CCCC1)C(=O)N1CCC[C@H]1C(=O)NC(=O)C1CCC1. The target protein (P68825) has sequence MLTMKDIIRDGHPTLRQKAAELELPLTKEEKETLIAMREFLVNSQDEEIAKRYGLRSGVGLAAPQINISKRMIAVLIPDDGSGKSYDYMLVNPKIVSHSVQEAYLPTGEGCLSVDDNVAGLVHRHNRITIKAKDIEGNDIQLRLKGYPAIVFQHEIDHLNGVMFYDHIDKNHPLQPHTDAVEV. The pIC50 is 8.3. (5) The compound is Cn1cnc2cc(C(=O)O)ccc21. The target protein (P13716) has sequence MQPQSVLHSGYFHPLLRAWQTATTTLNASNLIYPIFVTDVPDDIQPITSLPGVARYGVKRLEEMLRPLVEEGLRCVLIFGVPSRVPKDERGSAADSEESPAIEAIHLLRKTFPNLLVACDVCLCPYTSHGHCGLLSENGAFRAEESRQRLAEVALAYAKAGCQVVAPSDMMDGRVEAIKEALMAHGLGNRVSVMSYSAKFASCFYGPFRDAAKSSPAFGDRRCYQLPPGARGLALRAVDRDVREGADMLMVKPGMPYLDIVREVKDKHPDLPLAVYHVSGEFAMLWHGAQAGAFDLKAAVLEAMTAFRRAGADIIITYYTPQLLQWLKEE. The pIC50 is 3.3. (6) The compound is Cl.Cl.N=C(Nc1ccc2c(c1)CCN2CCNCCO)c1cccs1. The target protein sequence is MACPWKFLFKTKFHQYAMNGEKDINNNVEKAPCATSSPVTQDDLQYHNLSKQQNESPQPLVETGKKSPESLVKLDATPLSSPRHVRIKNWGSGMTFQDTLHHKAKGILTCRSKSCLGSIMTPKSLTRGPRDKPTPPDELLPQAIEFVNQYYGSFKEAKIEEHLARVEAVTKEIETTGTYQLTGDELIFATKQAWRNAPRCIGRIQWSNLQVFDARSCSTAREMFEHICRHVRYSTNNGNIRSAITVFPQRSDGKHDFRVWNAQLIRYAGYQMPDGSIRGDPANVEFTQLCIDLGWKPKYGRFDVVPLVLQANGRDPELFEIPPDLVLEVAMEHPKYEWFRELELKWYALPAVANMLLEVGGLEFPGCPFNGWYMGTEIGVRDFCDVQRYNILEEVGRRMGLETHKLASLWKDQAVVEINIAVLHSFQKQNVTIMDHHSAAESFMKYMQNEYRSRGGCPADWIWLVPPMSGSITPVFHQEMLNYVLSPFYYYQVEAWKTHV.... The pIC50 is 5.0. (7) The small molecule is O=C(O)c1cnc2cc(OCCc3ccccc3)ccc2c1O. The target protein (P00346) has sequence MLSALARPAGAALRRSFSTSXQNNAKVAVLGASGGIGQPLSLLLKNSPLVSRLTLYDIAHTPGVAADLSHIETRATVKGYLGPEQLPDCLKGCDVVVIPAGVPRKPGMTRDDLFNTNATIVATLTAACAQHCPDAMICIISNPVNSTIPITAEVFKKHGVYNPNKIFGVTTLDIVRANAFVAELKGLDPARVSVPVIGGHAGKTIIPLISQCTPKVDFPQDQLSTLTGRIQEAGTEVVKAKAGAGSATLSMAYAGARFVFSLVDAMNGKEGVVECSFVKSQETDCPYFSTPLLLGKKGIEKNLGIGKISPFEEKMIAEAIPELKASIKKGEEFVKNMK. The pIC50 is 4.4.